From a dataset of Forward reaction prediction with 1.9M reactions from USPTO patents (1976-2016). Predict the product of the given reaction. (1) Given the reactants [C:1]1([C:7]2([CH2:12][OH:13])[CH2:11][CH2:10][CH2:9][CH2:8]2)[CH:6]=[CH:5][CH:4]=[CH:3][CH:2]=1.CC(OI1(OC(C)=O)(OC(C)=O)OC(=O)C2C1=CC=CC=2)=O.C(=O)(O)[O-].[Na+].O, predict the reaction product. The product is: [C:1]1([C:7]2([CH:12]=[O:13])[CH2:11][CH2:10][CH2:9][CH2:8]2)[CH:6]=[CH:5][CH:4]=[CH:3][CH:2]=1. (2) Given the reactants [Cl:1][C:2]1[C:7](I)=[C:6]([CH3:9])[N:5]=[C:4]([NH2:10])[N:3]=1.[C:11]([C:13]1[N:17]([CH3:18])[CH:16]=[N:15][CH:14]=1)#[CH:12].C(N(CC)CC)C, predict the reaction product. The product is: [Cl:1][C:2]1[C:7]([C:12]#[C:11][C:13]2[N:17]([CH3:18])[CH:16]=[N:15][CH:14]=2)=[C:6]([CH3:9])[N:5]=[C:4]([NH2:10])[N:3]=1. (3) Given the reactants [SH:1][CH2:2][CH2:3][CH2:4][CH2:5][CH2:6][CH2:7][CH2:8][CH2:9][CH2:10][CH2:11][C:12]([OH:14])=[O:13].[N:15]1[CH:20]=[CH:19][CH:18]=[CH:17][C:16]=1[S:21][S:21][C:16]1[CH:17]=[CH:18][CH:19]=[CH:20][N:15]=1, predict the reaction product. The product is: [N:15]1[CH:20]=[CH:19][CH:18]=[CH:17][C:16]=1[S:21][S:1][CH2:2][CH2:3][CH2:4][CH2:5][CH2:6][CH2:7][CH2:8][CH2:9][CH2:10][CH2:11][C:12]([OH:14])=[O:13]. (4) Given the reactants [O:1]1[CH:5]=[CH:4][C:3]([CH2:6][S:7]([C:10]2[C:19]3[C:14](=[C:15]([O:20][CH3:21])[CH:16]=[CH:17][CH:18]=3)[N:13]=[CH:12][C:11]=2[C:22]([OH:24])=[O:23])(=[O:9])=[O:8])=[CH:2]1.[CH3:25][O:26][CH2:27][CH2:28][CH2:29]Br, predict the reaction product. The product is: [CH3:25][O:26][CH2:27][CH2:28][CH2:29][O:23][C:22]([C:11]1[CH:12]=[N:13][C:14]2[C:19]([C:10]=1[S:7]([CH2:6][C:3]1[CH:4]=[CH:5][O:1][CH:2]=1)(=[O:9])=[O:8])=[CH:18][CH:17]=[CH:16][C:15]=2[O:20][CH3:21])=[O:24]. (5) Given the reactants Cl.[NH2:2][C:3]1[CH:17]=[CH:16][C:6]([O:7][CH2:8][CH2:9][CH2:10][CH2:11][CH2:12][C:13]([OH:15])=[O:14])=[CH:5][CH:4]=1.Cl.[CH3:19]O, predict the reaction product. The product is: [CH3:19][O:14][C:13](=[O:15])[CH2:12][CH2:11][CH2:10][CH2:9][CH2:8][O:7][C:6]1[CH:5]=[CH:4][C:3]([NH2:2])=[CH:17][CH:16]=1. (6) Given the reactants [F:1][C:2]1[C:7]2[CH2:8][CH2:9][C:10]3[CH:15]=[CH:14][N:13]=[CH:12][C:11]=3[CH:16]([N:17]=[C:18]=S)[C:6]=2[CH:5]=[CH:4][CH:3]=1.[Cl:20][C:21]1[CH:22]=[C:23]([C:29]([NH:31][C@H:32]2[CH2:36][C:35](=[O:37])[N:34]([CH3:38])[CH2:33]2)=[O:30])[CH:24]=[N:25][C:26]=1[NH:27][NH2:28].CN(C=[O:43])C, predict the reaction product. The product is: [Cl:20][C:21]1[CH:22]=[C:23]([C:29]([NH:31][C@H:32]2[CH2:36][C:35](=[O:37])[N:34]([CH3:38])[CH2:33]2)=[O:30])[CH:24]=[N:25][C:26]=1[NH:27][NH:28][C:18]([NH:17][CH:16]1[C:11]2[CH:12]=[N:13][CH:14]=[CH:15][C:10]=2[CH2:9][CH2:8][C:7]2[C:2]([F:1])=[CH:3][CH:4]=[CH:5][C:6]1=2)=[O:43].